This data is from Reaction yield outcomes from USPTO patents with 853,638 reactions. The task is: Predict the reaction yield, written as a fraction of the theoretical maximum amount of product (1.0 means a 100% yield; for example, 0.34 means a 34% yield). (1) The yield is 0.430. The catalyst is CS(C)=O. The product is [C:1]([O:5][C:6]([N:8]1[CH2:13][CH2:12][CH:11]([O:14][C:15]2[CH:20]=[C:19]([NH:21][C:26]([NH:27][C:28]3[N:29]([C:37]4[CH:42]=[CH:41][C:40]([CH3:43])=[CH:39][CH:38]=4)[N:30]=[C:31]([C:33]([CH3:36])([CH3:35])[CH3:34])[CH:32]=3)=[O:25])[CH:18]=[CH:17][N:16]=2)[CH2:10][CH2:9]1)=[O:7])([CH3:4])([CH3:2])[CH3:3]. The reactants are [C:1]([O:5][C:6]([N:8]1[CH2:13][CH2:12][CH:11]([O:14][C:15]2[CH:20]=[C:19]([NH2:21])[CH:18]=[CH:17][N:16]=2)[CH2:10][CH2:9]1)=[O:7])([CH3:4])([CH3:3])[CH3:2].ClC(Cl)(Cl)C[O:25][C:26](=O)[NH:27][C:28]1[N:29]([C:37]2[CH:42]=[CH:41][C:40]([CH3:43])=[CH:39][CH:38]=2)[N:30]=[C:31]([C:33]([CH3:36])([CH3:35])[CH3:34])[CH:32]=1.C(N(C(C)C)CC)(C)C. (2) The reactants are Cl[C:2]1[N:10]=[C:9]([Cl:11])[CH:8]=[CH:7][C:3]=1[C:4]([OH:6])=[O:5].[NH3:12]. No catalyst specified. The product is [NH2:12][C:2]1[N:10]=[C:9]([Cl:11])[CH:8]=[CH:7][C:3]=1[C:4]([OH:6])=[O:5]. The yield is 0.490. (3) The reactants are [NH:1]1[C:5]2[CH:6]=[CH:7][C:8]([C:10]([OH:12])=[O:11])=[CH:9][C:4]=2[N:3]=[CH:2]1.C[C:14]1(C)[C:18]2(CS(O)(=O)=O)[C:19](C[CH:15]1[CH2:16]C2)=[O:20]. The catalyst is C1COCC1.O1C=CCCC1. The product is [O:20]1[CH2:19][CH2:18][CH2:14][CH2:15][CH:16]1[N:1]1[C:5]2[CH:6]=[CH:7][C:8]([C:10]([OH:12])=[O:11])=[CH:9][C:4]=2[N:3]=[CH:2]1. The yield is 0.600. (4) The reactants are [CH3:1][C:2]1[C:6]2[CH:7]=[C:8]([C:11]3([C:14]([O:16]C)=[O:15])[CH2:13][CH2:12]3)[CH:9]=[CH:10][C:5]=2[O:4][N:3]=1.O[Li].O. The catalyst is CO.O. The product is [CH3:1][C:2]1[C:6]2[CH:7]=[C:8]([C:11]3([C:14]([OH:16])=[O:15])[CH2:12][CH2:13]3)[CH:9]=[CH:10][C:5]=2[O:4][N:3]=1. The yield is 0.320. (5) The reactants are [Br:1][C:2]1[CH:7]=[CH:6][C:5]([C:8](=[O:10])[CH3:9])=[CH:4][C:3]=1[OH:11].Br[CH2:13][CH:14]1[CH2:16][CH2:15]1.C(=O)([O-])[O-].[K+].[K+]. The catalyst is CS(C)=O. The product is [Br:1][C:2]1[CH:7]=[CH:6][C:5]([C:8](=[O:10])[CH3:9])=[CH:4][C:3]=1[O:11][CH2:13][CH:14]1[CH2:16][CH2:15]1. The yield is 0.800. (6) The reactants are [C:1]1(B(O)O)[CH:6]=[CH:5][CH:4]=[CH:3][CH:2]=1.[Cl:10][C:11]1[CH:12]=[C:13]([C:23]2[N:28]=[C:27]([C:29]3[CH:30]=[C:31]([C:36]4[CH:41]=[CH:40][CH:39]=[CH:38][CH:37]=4)[CH:32]=[C:33]([Cl:35])[CH:34]=3)[N:26]=[C:25]([C:42]3[CH:47]=[C:46](Br)[CH:45]=[C:44](Br)[CH:43]=3)[N:24]=2)[CH:14]=[C:15]([C:17]2[CH:22]=[CH:21][CH:20]=[CH:19][CH:18]=2)[CH:16]=1.C(=O)([O-])[O-].[Cs+].[Cs+]. The catalyst is O1CCCC1.C1C=CC([P]([Pd]([P](C2C=CC=CC=2)(C2C=CC=CC=2)C2C=CC=CC=2)([P](C2C=CC=CC=2)(C2C=CC=CC=2)C2C=CC=CC=2)[P](C2C=CC=CC=2)(C2C=CC=CC=2)C2C=CC=CC=2)(C2C=CC=CC=2)C2C=CC=CC=2)=CC=1. The product is [Cl:10][C:11]1[CH:12]=[C:13]([C:23]2[N:28]=[C:27]([C:29]3[CH:30]=[C:31]([C:36]4[CH:41]=[CH:40][CH:39]=[CH:38][CH:37]=4)[CH:32]=[C:33]([Cl:35])[CH:34]=3)[N:26]=[C:25]([C:42]3[CH:47]=[C:46]([C:1]4[CH:6]=[CH:5][CH:4]=[CH:3][CH:2]=4)[CH:45]=[C:44]([C:1]4[CH:6]=[CH:5][CH:4]=[CH:3][CH:2]=4)[CH:43]=3)[N:24]=2)[CH:14]=[C:15]([C:17]2[CH:22]=[CH:21][CH:20]=[CH:19][CH:18]=2)[CH:16]=1. The yield is 0.840.